Dataset: Forward reaction prediction with 1.9M reactions from USPTO patents (1976-2016). Task: Predict the product of the given reaction. (1) Given the reactants [CH3:1][N:2]1[C:6]([N+:7]([O-])=O)=[CH:5][C:4]([C:10]2[N:14]=[CH:13][O:12][N:11]=2)=[N:3]1.[Cl-].[NH4+].C1COCC1.[OH-].[Na+], predict the reaction product. The product is: [CH3:1][N:2]1[C:6]([NH2:7])=[CH:5][C:4]([C:10]2[N:14]=[CH:13][O:12][N:11]=2)=[N:3]1. (2) Given the reactants [Br:1][C:2]1[CH:8]=[CH:7][CH:6]=[CH:5][C:3]=1[NH2:4].[CH:9]1[C:21]2[CH:20]([CH2:22][O:23][C:24]([N:26]3[CH2:31][CH2:30][N:29]([C:32]([O:34][C:35]([CH3:38])([CH3:37])[CH3:36])=[O:33])[CH2:28][CH:27]3[CH2:39][C:40](O)=[O:41])=[O:25])[C:19]3[C:14](=[CH:15][CH:16]=[CH:17][CH:18]=3)[C:13]=2[CH:12]=[CH:11][CH:10]=1.CN(C)C=O.Cl.CN(C)CCCN=C=NCC, predict the reaction product. The product is: [Br:1][C:2]1[CH:8]=[CH:7][CH:6]=[CH:5][C:3]=1[NH:4][C:40](=[O:41])[CH2:39][CH:27]1[CH2:28][N:29]([C:32]([O:34][C:35]([CH3:38])([CH3:37])[CH3:36])=[O:33])[CH2:30][CH2:31][N:26]1[C:24]([O:23][CH2:22][CH:20]1[C:21]2[CH:9]=[CH:10][CH:11]=[CH:12][C:13]=2[C:14]2[C:19]1=[CH:18][CH:17]=[CH:16][CH:15]=2)=[O:25].